Dataset: Full USPTO retrosynthesis dataset with 1.9M reactions from patents (1976-2016). Task: Predict the reactants needed to synthesize the given product. (1) Given the product [Br:18][C:16]1[N:17]=[C:13]([C:6]2[N:2]([CH3:1])[N:3]=[CH:4][N:5]=2)[S:14][C:15]=1[C:19]1[C:20]([CH3:36])=[N:21][N:22]2[C:27]([CH:28]([CH2:32][CH2:33][CH3:34])[CH2:29][CH2:30][CH3:31])=[CH:26][C:25]([CH3:35])=[N:24][C:23]=12, predict the reactants needed to synthesize it. The reactants are: [CH3:1][N:2]1[CH:6]=[N:5][CH:4]=[N:3]1.C([Li])CCC.Br[C:13]1[S:14][C:15]([C:19]2[C:20]([CH3:36])=[N:21][N:22]3[C:27]([CH:28]([CH2:32][CH2:33][CH3:34])[CH2:29][CH2:30][CH3:31])=[CH:26][C:25]([CH3:35])=[N:24][C:23]=23)=[C:16]([Br:18])[N:17]=1. (2) Given the product [Cl:12][C:9]1[CH:10]=[CH:11][C:6]([C:4]2[O:5][C:13]([SH:14])=[N:2][CH:3]=2)=[CH:7][CH:8]=1, predict the reactants needed to synthesize it. The reactants are: Cl.[NH2:2][CH2:3][C:4]([C:6]1[CH:11]=[CH:10][C:9]([Cl:12])=[CH:8][CH:7]=1)=[O:5].[C:13](=S)=[S:14].C(=O)([O-])[O-].[Na+].[Na+]. (3) Given the product [Br:1][C:2]1[C:3]([F:12])=[C:4]2[C:10]([NH:11][C:21](=[O:22])[C:18]3[CH:17]=[CH:16][C:15]([C:14]([F:24])([F:13])[F:25])=[CH:20][N:19]=3)=[CH:9][NH:8][C:5]2=[N:6][CH:7]=1, predict the reactants needed to synthesize it. The reactants are: [Br:1][C:2]1[C:3]([F:12])=[C:4]2[C:10]([NH2:11])=[CH:9][NH:8][C:5]2=[N:6][CH:7]=1.[F:13][C:14]([F:25])([F:24])[C:15]1[CH:16]=[CH:17][C:18]([C:21](O)=[O:22])=[N:19][CH:20]=1.C1N(P(Cl)(N2C(=O)OCC2)=O)C(=O)OC1.[Li+].[OH-]. (4) Given the product [NH2:19][C:17]1[N:18]=[C:13]([C:7]2[C:8]3[CH2:12][CH2:11][CH2:10][C:9]=3[N:5]([CH2:4][C:3]3[CH:23]=[CH:24][CH:25]=[CH:26][C:2]=3[F:1])[N:6]=2)[N:14]=[C:15]([NH:22][C:37](=[O:38])[CH2:36][O:35][CH3:34])[C:16]=1[O:20][CH3:21], predict the reactants needed to synthesize it. The reactants are: [F:1][C:2]1[CH:26]=[CH:25][CH:24]=[CH:23][C:3]=1[CH2:4][N:5]1[C:9]2[CH2:10][CH2:11][CH2:12][C:8]=2[C:7]([C:13]2[N:18]=[C:17]([NH2:19])[C:16]([O:20][CH3:21])=[C:15]([NH2:22])[N:14]=2)=[N:6]1.C(N(CC)CC)C.[CH3:34][O:35][CH2:36][C:37](Cl)=[O:38].[OH-].[Na+]. (5) Given the product [Br:8][C:9]1[CH:10]=[CH:11][C:12]([C:15]2([C:25]#[N:26])[CH2:16][CH2:17][C:18](=[O:19])[CH2:23][CH2:24]2)=[N:13][CH:14]=1, predict the reactants needed to synthesize it. The reactants are: FC(F)(F)C(O)=O.[Br:8][C:9]1[CH:10]=[CH:11][C:12]([C:15]2([C:25]#[N:26])[CH2:24][CH2:23][C:18]3(OCC[O:19]3)[CH2:17][CH2:16]2)=[N:13][CH:14]=1. (6) Given the product [CH3:16][O:17][CH2:18][C:19]([CH3:24])([CH3:23])[C:20](=[O:22])[CH2:21][C:2]1[CH:7]=[CH:6][C:5]([O:8][CH3:9])=[C:4]([O:10][CH2:11][CH2:12][CH2:13][O:14][CH3:15])[CH:3]=1, predict the reactants needed to synthesize it. The reactants are: Br[C:2]1[CH:7]=[CH:6][C:5]([O:8][CH3:9])=[C:4]([O:10][CH2:11][CH2:12][CH2:13][O:14][CH3:15])[CH:3]=1.[CH3:16][O:17][CH2:18][C:19]([CH3:24])([CH3:23])[C:20](=[O:22])[CH3:21].[Li+].C[Si]([N-][Si](C)(C)C)(C)C.Cl.